From a dataset of Reaction yield outcomes from USPTO patents with 853,638 reactions. Predict the reaction yield, written as a fraction of the theoretical maximum amount of product (1.0 means a 100% yield; for example, 0.34 means a 34% yield). (1) The reactants are [Br:1][C:2]1[CH:10]=[C:9]([CH2:11][Br:12])[CH:8]=[CH:7][C:3]=1[C:4](O)=[O:5].B.CO. The catalyst is C1COCC1. The product is [Br:1][C:2]1[CH:10]=[C:9]([CH2:11][Br:12])[CH:8]=[CH:7][C:3]=1[CH2:4][OH:5]. The yield is 0.870. (2) The reactants are [C@H:1]12[CH2:25][C@H:4]([N:5]([C:7]3[N:12]=[C:11](Cl)[N:10]=[C:9]([C:14]4[CH:15]=[C:16]([O:21][CH:22]([F:24])[F:23])[C:17]([NH2:20])=[N:18][CH:19]=4)[CH:8]=3)[CH2:6]1)[CH2:3][O:2]2.ClC1C(P(C2CCCCC2)C2CCCCC2)=C(C2C(C(C)C)=CC(C(C)C)=CC=2C(C)C)C=CC=1.C1(P(C2CCCCC2)C2C=CC=CC=2C2C(C(C)C)=CC(C(C)C)=CC=2C(C)C)CCCCC1.[Br-].[S:96]1[CH:100]=[CH:99][N:98]=[C:97]1[Zn+]. The catalyst is [Pd+2].C1C=CC(P([C]2[CH][CH][CH][CH]2)C2C=CC=CC=2)=CC=1.C1C=CC(P([C]2[CH][CH][CH][CH]2)C2C=CC=CC=2)=CC=1.Cl[Pd]Cl.[Fe]. The product is [C@H:1]12[CH2:25][C@H:4]([N:5]([C:7]3[N:12]=[C:11]([C:97]4[S:96][CH:100]=[CH:99][N:98]=4)[N:10]=[C:9]([C:14]4[CH:15]=[C:16]([O:21][CH:22]([F:24])[F:23])[C:17]([NH2:20])=[N:18][CH:19]=4)[CH:8]=3)[CH2:6]1)[CH2:3][O:2]2. The yield is 0.360. (3) The reactants are C(O[C:4](=O)[C:5]1[CH:10]=[CH:9][CH:8]=[C:7](OCCN2CCOCC2)[CH:6]=1)C.[NH2:21][C:22]1[N:26]([C:27]2[CH:28]=[C:29]([CH:36]=[CH:37][C:38]=2[CH3:39])[C:30]([NH:32][CH:33]2[CH2:35][CH2:34]2)=[O:31])[N:25]=[CH:24][C:23]=1[C:40](=[O:49])C1C=CC=C(CO)C=1.C(N(C(C)C)CC)(C)C. The catalyst is C(O)C. The product is [NH2:21][C:22]1[N:26]([C:27]2[CH:28]=[C:29]([CH:36]=[CH:37][C:38]=2[CH3:39])[C:30]([NH:32][CH:33]2[CH2:35][CH2:34]2)=[O:31])[N:25]=[CH:24][C:23]=1[C:40](=[O:49])[C:8]1[CH:9]=[CH:10][C:5]([CH3:4])=[CH:6][CH:7]=1. The yield is 0.220.